Task: Predict the product of the given reaction.. Dataset: Forward reaction prediction with 1.9M reactions from USPTO patents (1976-2016) Given the reactants Cl[C:2]1[N:7]=[C:6]([Cl:8])[C:5]([C:9]([F:12])([F:11])[F:10])=[CH:4][N:3]=1.ClC(Cl)C.C(OCC)C.[NH2:22][C:23]1[CH:42]=[CH:41][C:26]([CH2:27][N:28]2[CH2:33][CH2:32][N:31]([C:34]([O:36][C:37]([CH3:40])([CH3:39])[CH3:38])=[O:35])[CH2:30][CH2:29]2)=[CH:25][CH:24]=1.C(N(CC)CC)C, predict the reaction product. The product is: [Cl:8][C:6]1[C:5]([C:9]([F:12])([F:11])[F:10])=[CH:4][N:3]=[C:2]([NH:22][C:23]2[CH:24]=[CH:25][C:26]([CH2:27][N:28]3[CH2:33][CH2:32][N:31]([C:34]([O:36][C:37]([CH3:38])([CH3:40])[CH3:39])=[O:35])[CH2:30][CH2:29]3)=[CH:41][CH:42]=2)[N:7]=1.